This data is from Full USPTO retrosynthesis dataset with 1.9M reactions from patents (1976-2016). The task is: Predict the reactants needed to synthesize the given product. (1) Given the product [CH3:43][C:44]([NH:52][C:23]([C:21]1[S:20][C:17]2[NH:18][N:19]=[C:15]([NH:14][C:12](=[O:13])[C:11]3[CH:10]=[CH:9][C:8]([N:5]4[CH2:4][CH2:3][N:2]([CH3:1])[CH2:7][CH2:6]4)=[CH:27][CH:26]=3)[C:16]=2[CH:22]=1)=[O:24])([C:46]1[CH:51]=[CH:50][CH:49]=[CH:48][CH:47]=1)[CH3:45], predict the reactants needed to synthesize it. The reactants are: [CH3:1][N:2]1[CH2:7][CH2:6][N:5]([C:8]2[CH:27]=[CH:26][C:11]([C:12]([NH:14][C:15]3[C:16]4[CH:22]=[C:21]([C:23](O)=[O:24])[S:20][C:17]=4[NH:18][N:19]=3)=[O:13])=[CH:10][CH:9]=2)[CH2:4][CH2:3]1.CCN(C(C)C)C(C)C.C(OC(Cl)=O)C.[CH3:43][C:44]([NH2:52])([C:46]1[CH:51]=[CH:50][CH:49]=[CH:48][CH:47]=1)[CH3:45]. (2) Given the product [C:20]1([CH3:23])[CH:19]=[CH:18][C:17]([S:14]([O:13][CH:11]([CH2:10][OH:32])[CH2:26][OH:25])(=[O:15])=[O:16])=[CH:22][CH:21]=1, predict the reactants needed to synthesize it. The reactants are: C1([C@H]2O[C@@H:11]([O:13][S:14]([C:17]3[CH:22]=[CH:21][C:20]([CH3:23])=[CH:19][CH:18]=3)(=[O:16])=[O:15])[CH2:10]CO2)C=CC=CC=1.Cl.[O:25]1CCOC[CH2:26]1.C([O-])(O)=[O:32].[Na+]. (3) Given the product [Br:1][C:2]1[CH:3]=[C:4]([CH:8]=[C:9]([Cl:11])[CH:10]=1)[C:5]([NH2:19])=[O:6], predict the reactants needed to synthesize it. The reactants are: [Br:1][C:2]1[CH:3]=[C:4]([CH:8]=[C:9]([Cl:11])[CH:10]=1)[C:5](O)=[O:6].C(Cl)(=O)C(Cl)=O.C[N:19](C=O)C.[OH-].[NH4+]. (4) Given the product [Cl:1][C:2]1[CH:8]=[CH:7][C:5]([NH:6][C:25]([C:24]2[CH:28]=[CH:29][C:21]([C:19]([NH:18][CH:15]([CH3:17])[CH3:16])=[O:20])=[N:22][CH:23]=2)=[O:26])=[CH:4][C:3]=1[C:9]1[CH:14]=[CH:13][CH:12]=[CH:11][N:10]=1, predict the reactants needed to synthesize it. The reactants are: [Cl:1][C:2]1[CH:8]=[CH:7][C:5]([NH2:6])=[CH:4][C:3]=1[C:9]1[CH:14]=[CH:13][CH:12]=[CH:11][N:10]=1.[CH:15]([NH:18][C:19]([C:21]1[CH:29]=[CH:28][C:24]([C:25](O)=[O:26])=[CH:23][N:22]=1)=[O:20])([CH3:17])[CH3:16]. (5) Given the product [CH3:34][N:35]([CH2:30][C:28]1[C:27]([CH3:32])=[N:26][N:25]([C:23]2[C:22]([CH3:33])=[CH:21][N:20]=[C:19]([NH:18][C:4]3[C:3]([O:2][CH3:1])=[CH:8][C:7]([N:9]4[CH2:10][CH2:11][O:12][CH2:13][CH2:14]4)=[C:6]([NH:15][C:3](=[O:2])[CH:4]=[CH2:5])[CH:5]=3)[N:24]=2)[CH:29]=1)[CH3:36], predict the reactants needed to synthesize it. The reactants are: [CH3:1][O:2][C:3]1[CH:8]=[C:7]([N:9]2[CH2:14][CH2:13][O:12][CH2:11][CH2:10]2)[C:6]([N+:15]([O-])=O)=[CH:5][C:4]=1[NH:18][C:19]1[N:24]=[C:23]([N:25]2[CH:29]=[C:28]([CH:30]=O)[C:27]([CH3:32])=[N:26]2)[C:22]([CH3:33])=[CH:21][N:20]=1.[CH3:34][NH:35][CH3:36]. (6) Given the product [F:1][C:2]1[CH:3]=[C:4]([CH2:10][C:11]([OH:17])=[O:13])[CH:5]=[C:6]([O:8][CH3:9])[CH:7]=1, predict the reactants needed to synthesize it. The reactants are: [F:1][C:2]1[CH:3]=[C:4]([CH2:10][C:11]#N)[CH:5]=[C:6]([O:8][CH3:9])[CH:7]=1.[OH-:13].[Na+].Cl.C[OH:17].O. (7) Given the product [CH2:1]([O:3][C:4]1[C:5]([NH:10][C:25]2[CH:24]=[C:23]3[C:28]([O:29][C:30]4[C:31]([F:38])=[CH:32][C:33]([O:36][CH3:37])=[CH:34][C:35]=4[C@@:22]43[CH2:21][CH2:20][S:19][C:18]([NH2:17])=[N:40]4)=[CH:27][CH:26]=2)=[N:6][CH:7]=[CH:8][CH:9]=1)[CH3:2], predict the reactants needed to synthesize it. The reactants are: [CH2:1]([O:3][C:4]1[C:5]([NH2:10])=[N:6][CH:7]=[CH:8][CH:9]=1)[CH3:2].C(OC(=O)[NH:17][C:18]1[S:19][CH2:20][CH2:21][C@@:22]2([N:40]=1)[C:35]1[CH:34]=[C:33]([O:36][CH3:37])[CH:32]=[C:31]([F:38])[C:30]=1[O:29][C:28]1[C:23]2=[CH:24][C:25](Br)=[CH:26][CH:27]=1)(C)(C)C.CC(C)([O-])C.[Na+].C(O)(C(F)(F)F)=O.